This data is from hERG channel blocking data for cardiac toxicity assessment. The task is: Regression/Classification. Given a drug SMILES string, predict its toxicity properties. Task type varies by dataset: regression for continuous values (e.g., LD50, hERG inhibition percentage) or binary classification for toxic/non-toxic outcomes (e.g., AMES mutagenicity, cardiotoxicity, hepatotoxicity). Dataset: herg. (1) The compound is COc1ccc(CCN(C)CCC[C@@](C#N)(c2cc(OC)c(OC)c(OC)c2)C(C)C)cc1OC. The result is 1 (blocker). (2) The molecule is COc1ccc2cc3[n+](cc2c1OC)CCc1cc2c(cc1-3)OCO2. The result is 0 (non-blocker). (3) The compound is CCc1ccc2c(=O)cc(C(=O)NC3CCN(Cc4ccc5c(c4)OCO5)CC3)oc2c1. The result is 1 (blocker). (4) The compound is C#CC[NH+](C)[C@H](C)Cc1ccccc1. The result is 0 (non-blocker). (5) The molecule is CC(=O)N1CCN(Cc2ccc3c(c2)CC[C@H](N2CCN(CCc4ccc(F)cc4)CC2=O)C3)CC1. The result is 1 (blocker).